Dataset: Reaction yield outcomes from USPTO patents with 853,638 reactions. Task: Predict the reaction yield, written as a fraction of the theoretical maximum amount of product (1.0 means a 100% yield; for example, 0.34 means a 34% yield). (1) The reactants are P(Cl)(Cl)([Cl:3])=O.FC1C(F)=C(C#CC2C=C(C=CC=2)N)C(F)=C(F)N=1.[O:25]=[C:26]([NH:48][C:49]1[CH:54]=[CH:53][CH:52]=[C:51]([C:55]#[C:56][C:57]2[C:62]([F:63])=[C:61]([F:64])[N:60]=[C:59]([F:65])[C:58]=2[F:66])[CH:50]=1)[C@@H:27]([NH:40]C(=O)OC(C)(C)C)[CH2:28][CH2:29][CH2:30][CH2:31][NH:32]C(=O)OC(C)(C)C. The catalyst is N1C=CC=CC=1.Cl. The product is [ClH:3].[ClH:3].[NH2:40][C@@H:27]([CH2:28][CH2:29][CH2:30][CH2:31][NH2:32])[C:26]([NH:48][C:49]1[CH:54]=[CH:53][CH:52]=[C:51]([C:55]#[C:56][C:57]2[C:62]([F:63])=[C:61]([F:64])[N:60]=[C:59]([F:65])[C:58]=2[F:66])[CH:50]=1)=[O:25]. The yield is 0.360. (2) The reactants are Br[C:2]1[CH:3]=[C:4]([C:16]([O:18][CH3:19])=[O:17])[C:5]2[CH:6]=[N:7][N:8]([CH:11]3[CH2:15][CH2:14][CH2:13][CH2:12]3)[C:9]=2[CH:10]=1.[OH:20][C:21]1[CH:26]=[CH:25][C:24](B(O)O)=[CH:23][CH:22]=1.C([O-])([O-])=O.[Na+].[Na+].CO. The catalyst is O1CCOCC1.C(Cl)Cl.C1C=CC([P]([Pd]([P](C2C=CC=CC=2)(C2C=CC=CC=2)C2C=CC=CC=2)([P](C2C=CC=CC=2)(C2C=CC=CC=2)C2C=CC=CC=2)[P](C2C=CC=CC=2)(C2C=CC=CC=2)C2C=CC=CC=2)(C2C=CC=CC=2)C2C=CC=CC=2)=CC=1. The product is [CH:11]1([N:8]2[C:9]3[CH:10]=[C:2]([C:24]4[CH:25]=[CH:26][C:21]([OH:20])=[CH:22][CH:23]=4)[CH:3]=[C:4]([C:16]([O:18][CH3:19])=[O:17])[C:5]=3[CH:6]=[N:7]2)[CH2:15][CH2:14][CH2:13][CH2:12]1. The yield is 0.710. (3) The reactants are [Cl:1][C:2]1[CH:3]=[C:4]([N+:15]([O-:17])=[O:16])[CH:5]=[CH:6][C:7]=1[O:8][CH:9]1[CH2:14][CH2:13][NH:12][CH2:11][CH2:10]1.Br[C:19]1[CH:24]=[CH:23][CH:22]=[CH:21][N:20]=1. The catalyst is N1C=CC=CC=1.C(OCC)(=O)C. The product is [Cl:1][C:2]1[CH:3]=[C:4]([N+:15]([O-:17])=[O:16])[CH:5]=[CH:6][C:7]=1[O:8][CH:9]1[CH2:14][CH2:13][N:12]([C:19]2[CH:24]=[CH:23][CH:22]=[CH:21][N:20]=2)[CH2:11][CH2:10]1. The yield is 0.200. (4) The reactants are [CH3:1][CH:2]([O:4][C:5]1[CH:6]=[C:7]([C@@:11]23[CH2:20][C@H:15]([CH2:16][C:17](=O)[CH2:18]2)[N:14]([CH3:21])[CH2:13][C@H:12]3[CH3:22])[CH:8]=[CH:9][CH:10]=1)[CH3:3].Cl.[NH2:24][OH:25]. The catalyst is CCO. The product is [CH:2]([O:4][C:5]1[CH:6]=[C:7]([C:11]23[CH2:20][CH:15]([CH2:16][C:17](=[N:24][OH:25])[CH2:18]2)[N:14]([CH3:21])[CH2:13][CH:12]3[CH3:22])[CH:8]=[CH:9][CH:10]=1)([CH3:3])[CH3:1]. The yield is 0.880.